Dataset: Forward reaction prediction with 1.9M reactions from USPTO patents (1976-2016). Task: Predict the product of the given reaction. (1) Given the reactants [N-:1]=[N+:2]=[N-:3].[Na+].Cl.C(N(CC)CC)C.[CH:13]([O:16][C:17]([N:19]1[C:28]2[C:23](=[CH:24][C:25]([C:29]([F:32])([F:31])[F:30])=[CH:26][CH:27]=2)[C@H:22]([N:33]([CH2:36][C:37]2[CH:42]=[C:41]([C:43]([F:46])([F:45])[F:44])[CH:40]=[C:39]([C:47]([F:50])([F:49])[F:48])[CH:38]=2)[C:34]#[N:35])[CH2:21][C@@H:20]1[CH:51]1[CH2:53][CH2:52]1)=[O:18])([CH3:15])[CH3:14].Cl, predict the reaction product. The product is: [CH:13]([O:16][C:17]([N:19]1[C:28]2[C:23](=[CH:24][C:25]([C:29]([F:31])([F:32])[F:30])=[CH:26][CH:27]=2)[C@H:22]([N:33]([CH2:36][C:37]2[CH:38]=[C:39]([C:47]([F:49])([F:48])[F:50])[CH:40]=[C:41]([C:43]([F:46])([F:44])[F:45])[CH:42]=2)[C:34]2[NH:35][N:3]=[N:2][N:1]=2)[CH2:21][C@@H:20]1[CH:51]1[CH2:52][CH2:53]1)=[O:18])([CH3:15])[CH3:14]. (2) Given the reactants [NH2:1][C:2]1[CH:7]=[C:6]([C:8]([C:10]2[C:14]3[CH:15]=[N:16][CH:17]=[CH:18][C:13]=3[N:12]([CH:19]([CH3:21])[CH3:20])[N:11]=2)=[O:9])[CH:5]=[CH:4][N:3]=1.[CH:22]1([C:25]2[O:26][CH:27]=[C:28]([CH2:30][C:31](O)=[O:32])[N:29]=2)[CH2:24][CH2:23]1.CN(C(ON1N=NC2C=CC=NC1=2)=[N+](C)C)C.F[P-](F)(F)(F)(F)F, predict the reaction product. The product is: [CH:22]1([C:25]2[O:26][CH:27]=[C:28]([CH2:30][C:31]([NH:1][C:2]3[CH:7]=[C:6]([C:8]([C:10]4[C:14]5[CH:15]=[N:16][CH:17]=[CH:18][C:13]=5[N:12]([CH:19]([CH3:21])[CH3:20])[N:11]=4)=[O:9])[CH:5]=[CH:4][N:3]=3)=[O:32])[N:29]=2)[CH2:24][CH2:23]1. (3) Given the reactants [CH3:1][O:2][C:3]1[CH:8]=[CH:7][C:6]([C:9](=[O:11])[CH3:10])=[CH:5][CH:4]=1.[CH3:12][N:13]([CH:15](OC)OC)[CH3:14], predict the reaction product. The product is: [CH3:12][N:13]([CH3:15])/[CH:14]=[CH:10]/[C:9]([C:6]1[CH:7]=[CH:8][C:3]([O:2][CH3:1])=[CH:4][CH:5]=1)=[O:11]. (4) Given the reactants [C:1]([O:5][C:6](=[O:29])[N:7]([CH2:13][C:14]1[CH:19]=[CH:18][C:17]([C:20]2[CH:25]=[CH:24][CH:23]=[C:22]([C:26]#[N:27])[CH:21]=2)=[C:16]([F:28])[CH:15]=1)[CH2:8][CH2:9][CH:10]([CH3:12])[CH3:11])([CH3:4])([CH3:3])[CH3:2].C(=O)([O-])[O-:31].[K+].[K+].OO, predict the reaction product. The product is: [C:1]([O:5][C:6](=[O:29])[N:7]([CH2:13][C:14]1[CH:19]=[CH:18][C:17]([C:20]2[CH:25]=[CH:24][CH:23]=[C:22]([C:26](=[O:31])[NH2:27])[CH:21]=2)=[C:16]([F:28])[CH:15]=1)[CH2:8][CH2:9][CH:10]([CH3:12])[CH3:11])([CH3:3])([CH3:4])[CH3:2]. (5) Given the reactants [F:1][C:2]1[CH:37]=[C:36]([F:38])[CH:35]=[C:34]([F:39])[C:3]=1[CH2:4][N:5]1[C:13]([C:14]2[CH:19]=[CH:18][C:17]([N:20]3[CH2:29][CH2:28][C:23]4(OCC[O:24]4)[CH2:22][CH2:21]3)=[CH:16][CH:15]=2)=[C:12]2[C:7]([C:8]([C:30]([F:33])([F:32])[F:31])=[CH:9][CH:10]=[CH:11]2)=[N:6]1, predict the reaction product. The product is: [F:1][C:2]1[CH:37]=[C:36]([F:38])[CH:35]=[C:34]([F:39])[C:3]=1[CH2:4][N:5]1[C:13]([C:14]2[CH:19]=[CH:18][C:17]([N:20]3[CH2:21][CH2:22][C:23](=[O:24])[CH2:28][CH2:29]3)=[CH:16][CH:15]=2)=[C:12]2[C:7]([C:8]([C:30]([F:33])([F:31])[F:32])=[CH:9][CH:10]=[CH:11]2)=[N:6]1. (6) Given the reactants [S:1]1[C:5]2[CH:6]=[CH:7][CH:8]=[CH:9][C:4]=2[C:3]([N:10]2[CH2:15][CH2:14][N:13]([CH2:16][CH2:17][C:18]3[CH:19]=[CH:20][CH:21]=[C:22]4[C:27]=3[NH:26][CH2:25][CH2:24][C:23]4([CH3:29])[CH3:28])[CH2:12][CH2:11]2)=[N:2]1.[CH3:30][N:31]1[CH:35]=[C:34]([S:36](Cl)(=[O:38])=[O:37])[N:33]=[C:32]1[CH3:40], predict the reaction product. The product is: [S:1]1[C:5]2[CH:6]=[CH:7][CH:8]=[CH:9][C:4]=2[C:3]([N:10]2[CH2:15][CH2:14][N:13]([CH2:16][CH2:17][C:18]3[CH:19]=[CH:20][CH:21]=[C:22]4[C:27]=3[N:26]([S:36]([C:34]3[N:33]=[C:32]([CH3:40])[N:31]([CH3:30])[CH:35]=3)(=[O:38])=[O:37])[CH2:25][CH2:24][C:23]4([CH3:29])[CH3:28])[CH2:12][CH2:11]2)=[N:2]1. (7) Given the reactants Br[C:2]1[CH:7]=[CH:6][C:5]([C:8]2[N:9]([C:17]3[CH:22]=[CH:21][C:20]([S:23]([CH3:26])(=[O:25])=[O:24])=[C:19]([F:27])[CH:18]=3)[CH:10]=[C:11]([C:13]([F:16])([F:15])[F:14])[N:12]=2)=[CH:4][CH:3]=1.C([Sn](CCCC)(CCCC)[C:33]1[N:34]=[CH:35][S:36][CH:37]=1)CCC.[Cl-], predict the reaction product. The product is: [F:27][C:19]1[CH:18]=[C:17]([N:9]2[CH:10]=[C:11]([C:13]([F:16])([F:15])[F:14])[N:12]=[C:8]2[C:5]2[CH:6]=[CH:7][C:2]([C:33]3[N:34]=[CH:35][S:36][CH:37]=3)=[CH:3][CH:4]=2)[CH:22]=[CH:21][C:20]=1[S:23]([CH3:26])(=[O:25])=[O:24]. (8) Given the reactants [CH3:1]C(C)([O-])C.[K+].[C:7]1([C:13]#[C:14][NH:15][C:16]2[CH:21]=[CH:20][C:19]([O:22][C:23]([F:26])([F:25])[F:24])=[CH:18][CH:17]=2)[CH:12]=[CH:11][CH:10]=[CH:9]C=1, predict the reaction product. The product is: [C:13]1([C:14]2[NH:15][C:16]3[C:17]([CH:1]=2)=[CH:18][C:19]([O:22][C:23]([F:24])([F:25])[F:26])=[CH:20][CH:21]=3)[CH:9]=[CH:10][CH:11]=[CH:12][CH:7]=1.